From a dataset of Forward reaction prediction with 1.9M reactions from USPTO patents (1976-2016). Predict the product of the given reaction. (1) Given the reactants [F:1][C:2]([F:34])([F:33])[C@H:3]1[CH2:8][CH2:7][C@H:6]([NH:9][C:10](=[O:32])[C:11]2[CH:16]=[C:15]([N+:17]([O-])=O)[C:14]([NH:20][CH3:21])=[CH:13][C:12]=2[N:22]([CH3:31])[CH2:23][C:24]2[CH:29]=[CH:28][C:27]([F:30])=[CH:26][CH:25]=2)[CH2:5][CH2:4]1.Cl[Sn]Cl, predict the reaction product. The product is: [F:34][C:2]([F:1])([F:33])[C@H:3]1[CH2:4][CH2:5][C@H:6]([NH:9][C:10](=[O:32])[C:11]2[CH:16]=[C:15]([NH2:17])[C:14]([NH:20][CH3:21])=[CH:13][C:12]=2[N:22]([CH3:31])[CH2:23][C:24]2[CH:29]=[CH:28][C:27]([F:30])=[CH:26][CH:25]=2)[CH2:7][CH2:8]1. (2) Given the reactants [F:1][C:2]1[CH:10]=[C:9]2[C:5]([CH:6]=[C:7]([C:11]3[CH:16]=[CH:15][CH:14]=[CH:13][CH:12]=3)[NH:8]2)=[CH:4][C:3]=1[O:17][CH3:18].[H-].[Na+].Br[CH2:22][C:23]1[S:24][CH:25]=[C:26]([C:28]([O:30][CH2:31][CH3:32])=[O:29])[N:27]=1.[Cl-].[NH4+], predict the reaction product. The product is: [F:1][C:2]1[CH:10]=[C:9]2[C:5]([CH:6]=[C:7]([C:11]3[CH:16]=[CH:15][CH:14]=[CH:13][CH:12]=3)[N:8]2[CH2:22][C:23]2[S:24][CH:25]=[C:26]([C:28]([O:30][CH2:31][CH3:32])=[O:29])[N:27]=2)=[CH:4][C:3]=1[O:17][CH3:18]. (3) Given the reactants [NH:1]1[C:9]2[C:4](=[CH:5][C:6]([NH:10][C:11]3[C:20]4[C:15](=[CH:16][CH:17]=[CH:18][CH:19]=4)[N:14]=[C:13]([C:21]4[CH:22]=[C:23]([CH:29]=[CH:30][CH:31]=4)[O:24][CH2:25][C:26](O)=[O:27])[N:12]=3)=[CH:7][CH:8]=2)[CH:3]=[N:2]1.C1CN([P+](ON2N=NC3C=CC=CC2=3)(N2CCCC2)N2CCCC2)CC1.F[P-](F)(F)(F)(F)F.CCN(C(C)C)C(C)C.CC1C=CC(S([O-])(=O)=O)=CC=1.[O:85]1[CH2:89][CH2:88][C@@H:87]([NH3+:90])[CH2:86]1, predict the reaction product. The product is: [NH:1]1[C:9]2[C:4](=[CH:5][C:6]([NH:10][C:11]3[C:20]4[C:15](=[CH:16][CH:17]=[CH:18][CH:19]=4)[N:14]=[C:13]([C:21]4[CH:22]=[C:23]([CH:29]=[CH:30][CH:31]=4)[O:24][CH2:25][C:26]([NH:90][C@@H:87]4[CH2:88][CH2:89][O:85][CH2:86]4)=[O:27])[N:12]=3)=[CH:7][CH:8]=2)[CH:3]=[N:2]1. (4) Given the reactants C[C:2]1[CH:7]=[CH:6][C:5]([C:8]2[CH:13]=[CH:12][C:11]([C:14]([OH:16])=[O:15])=[CH:10][CH:9]=2)=[CH:4][CH:3]=1.[C:17](Cl)(=O)[C:18](Cl)=O.O[C:24]1[CH:59]=[CH:58][C:27]([CH2:28][N:29]([CH2:50][C:51]([O:53]C(C)(C)C)=[O:52])[C:30](=[O:49])[C:31]2[CH:36]=[CH:35][C:34]([NH:37][C:38](=[O:48])[CH2:39][C:40]3[CH:45]=[CH:44][C:43]([O:46][CH3:47])=[CH:42][CH:41]=3)=[CH:33][CH:32]=2)=[CH:26][CH:25]=1, predict the reaction product. The product is: [CH3:47][O:46][C:43]1[CH:42]=[CH:41][C:40]([CH2:39][C:38]([NH:37][C:34]2[CH:33]=[CH:32][C:31]([C:30]([N:29]([CH2:50][C:51]([OH:53])=[O:52])[CH2:28][C:27]3[CH:26]=[CH:25][C:24]([O:16][C:14](=[O:15])[C:11]4[CH:10]=[CH:9][C:8]([CH2:5][CH2:6][CH2:7][CH2:2][CH2:3][CH2:4][CH2:17][CH3:18])=[CH:13][CH:12]=4)=[CH:59][CH:58]=3)=[O:49])=[CH:36][CH:35]=2)=[O:48])=[CH:45][CH:44]=1. (5) Given the reactants [N:1]1([C:6]([N:8]2[C:17]3[C:12](=[CH:13][CH:14]=[CH:15][CH:16]=3)[CH2:11][CH2:10][CH2:9]2)=[O:7])[CH:5]=[CH:4][N:3]=[CH:2]1.[I:18][CH3:19], predict the reaction product. The product is: [I-:18].[N:8]1([C:6]([N:1]2[CH:5]=[CH:4][N+:3]([CH3:19])=[CH:2]2)=[O:7])[C:17]2[C:12](=[CH:13][CH:14]=[CH:15][CH:16]=2)[CH2:11][CH2:10][CH2:9]1. (6) Given the reactants ClCC1[S:7][C:6]([NH:8][C:9](=[O:11])[CH3:10])=NC=1.Cl.[C:13]1([CH2:23][CH:24]2[CH2:29][CH2:28][NH:27][CH2:26][CH2:25]2)[C:22]2[C:17](=[CH:18][CH:19]=[CH:20][CH:21]=2)[CH:16]=[CH:15][CH:14]=1.[CH3:30]CN(C(C)C)C(C)C.[C:39](#[N:41])[CH3:40], predict the reaction product. The product is: [C:13]1([CH2:23][CH:24]2[CH2:29][CH2:28][N:27]([CH2:40][C:39]3[S:7][C:6]([NH:8][C:9](=[O:11])[CH3:10])=[CH:30][N:41]=3)[CH2:26][CH2:25]2)[C:22]2[C:17](=[CH:18][CH:19]=[CH:20][CH:21]=2)[CH:16]=[CH:15][CH:14]=1.